Dataset: Full USPTO retrosynthesis dataset with 1.9M reactions from patents (1976-2016). Task: Predict the reactants needed to synthesize the given product. (1) Given the product [C:13]([O:17][C:18]([N:20]1[CH2:24][CH2:23][CH2:22][C@@H:21]1[CH2:25][O:26][C:27]1[CH:28]=[CH:29][C:30]([O:12][C:9]2[CH:10]=[CH:11][C:6]([C:2]3[O:1][CH:5]=[CH:4][N:3]=3)=[CH:7][CH:8]=2)=[CH:31][CH:32]=1)=[O:19])([CH3:16])([CH3:14])[CH3:15], predict the reactants needed to synthesize it. The reactants are: [O:1]1[CH:5]=[CH:4][N:3]=[C:2]1[C:6]1[CH:11]=[CH:10][C:9]([OH:12])=[CH:8][CH:7]=1.[C:13]([O:17][C:18]([N:20]1[CH2:24][CH2:23][CH2:22][C@@H:21]1[CH2:25][O:26][C:27]1[CH:32]=[CH:31][C:30](I)=[CH:29][CH:28]=1)=[O:19])([CH3:16])([CH3:15])[CH3:14]. (2) Given the product [CH2:10]([O:1][C:2]1[CH:3]=[C:4]([CH:7]=[CH:8][CH:9]=1)[CH:5]=[O:6])[C:11]1[CH:16]=[CH:15][CH:14]=[CH:13][CH:12]=1, predict the reactants needed to synthesize it. The reactants are: [OH:1][C:2]1[CH:3]=[C:4]([CH:7]=[CH:8][CH:9]=1)[CH:5]=[O:6].[CH2:10](Cl)[C:11]1[CH:16]=[CH:15][CH:14]=[CH:13][CH:12]=1.C([O-])([O-])=O.[K+].[K+].